From a dataset of Forward reaction prediction with 1.9M reactions from USPTO patents (1976-2016). Predict the product of the given reaction. (1) The product is: [Cl:1][C:2]1[C:7]([C:8]2[CH:9]=[CH:10][CH:11]=[CH:12][CH:13]=2)=[N:6][N:5]=[C:4]2[N:14]([CH2:29][CH2:28][N:23]3[CH:27]=[CH:26][CH:25]=[N:24]3)[N:15]=[C:16]([C:17]3[CH:18]=[CH:19][CH:20]=[CH:21][CH:22]=3)[C:3]=12. Given the reactants [Cl:1][C:2]1[C:7]([C:8]2[CH:13]=[CH:12][CH:11]=[CH:10][CH:9]=2)=[N:6][N:5]=[C:4]2[NH:14][N:15]=[C:16]([C:17]3[CH:22]=[CH:21][CH:20]=[CH:19][CH:18]=3)[C:3]=12.[N:23]1([CH2:28][CH2:29]O)[CH:27]=[CH:26][CH:25]=[N:24]1, predict the reaction product. (2) Given the reactants [CH3:1][C:2]1[CH:3]=[CH:4][C:5]([NH:21][C:22]([C:24]2[CH:25]=[CH:26][C:27]([CH2:30][N:31]3[CH2:36][CH2:35][N:34]([CH3:37])[CH2:33][CH2:32]3)=[CH:28][CH:29]=2)=[O:23])=[CH:6][C:7]=1[NH:8][C:9]1[N:10]=[CH:11][CH:12]=[C:13]([C:15]2[CH:16]=[CH:17][CH:18]=[N:19][CH:20]=2)[N:14]=1.O.[CH3:39][S:40]([OH:43])(=[O:42])=[O:41].CC(OC)(C)C, predict the reaction product. The product is: [CH3:1][C:2]1[CH:3]=[CH:4][C:5]([NH:21][C:22]([C:24]2[CH:29]=[CH:28][C:27]([CH2:30][N:31]3[CH2:32][CH2:33][N:34]([CH3:37])[CH2:35][CH2:36]3)=[CH:26][CH:25]=2)=[O:23])=[CH:6][C:7]=1[NH:8][C:9]1[N:10]=[CH:11][CH:12]=[C:13]([C:15]2[CH:16]=[CH:17][CH:18]=[N:19][CH:20]=2)[N:14]=1.[CH3:39][S:40]([OH:43])(=[O:42])=[O:41]. (3) Given the reactants [CH3:1][O:2][C:3]1[CH:4]=[C:5]([CH:7]=[CH:8][CH:9]=1)[NH2:6].[C:10](OC(=O)C)(=[O:12])[CH3:11].CCN(C(C)C)C(C)C.C(Cl)Cl, predict the reaction product. The product is: [CH3:1][O:2][C:3]1[CH:4]=[C:5]([NH:6][C:10](=[O:12])[CH3:11])[CH:7]=[CH:8][CH:9]=1.